From a dataset of NCI-60 drug combinations with 297,098 pairs across 59 cell lines. Regression. Given two drug SMILES strings and cell line genomic features, predict the synergy score measuring deviation from expected non-interaction effect. (1) Drug 1: C1=NNC2=C1C(=O)NC=N2. Drug 2: CC1CCCC2(C(O2)CC(NC(=O)CC(C(C(=O)C(C1O)C)(C)C)O)C(=CC3=CSC(=N3)C)C)C. Cell line: SK-OV-3. Synergy scores: CSS=38.0, Synergy_ZIP=2.02, Synergy_Bliss=1.42, Synergy_Loewe=-25.0, Synergy_HSA=1.34. (2) Drug 1: C1CN1P(=S)(N2CC2)N3CC3. Drug 2: CC(C)CN1C=NC2=C1C3=CC=CC=C3N=C2N. Cell line: U251. Synergy scores: CSS=26.2, Synergy_ZIP=-8.43, Synergy_Bliss=-3.05, Synergy_Loewe=1.04, Synergy_HSA=-0.615. (3) Drug 1: C1=C(C(=O)NC(=O)N1)N(CCCl)CCCl. Drug 2: CN1C(=O)N2C=NC(=C2N=N1)C(=O)N. Cell line: SR. Synergy scores: CSS=69.5, Synergy_ZIP=5.21, Synergy_Bliss=3.89, Synergy_Loewe=1.03, Synergy_HSA=5.53. (4) Drug 1: CC1=C(N=C(N=C1N)C(CC(=O)N)NCC(C(=O)N)N)C(=O)NC(C(C2=CN=CN2)OC3C(C(C(C(O3)CO)O)O)OC4C(C(C(C(O4)CO)O)OC(=O)N)O)C(=O)NC(C)C(C(C)C(=O)NC(C(C)O)C(=O)NCCC5=NC(=CS5)C6=NC(=CS6)C(=O)NCCC[S+](C)C)O. Drug 2: CC(C)CN1C=NC2=C1C3=CC=CC=C3N=C2N. Cell line: IGROV1. Synergy scores: CSS=35.7, Synergy_ZIP=-8.82, Synergy_Bliss=2.81, Synergy_Loewe=2.87, Synergy_HSA=3.64. (5) Drug 1: CC1CCC2CC(C(=CC=CC=CC(CC(C(=O)C(C(C(=CC(C(=O)CC(OC(=O)C3CCCCN3C(=O)C(=O)C1(O2)O)C(C)CC4CCC(C(C4)OC)O)C)C)O)OC)C)C)C)OC. Drug 2: C(CN)CNCCSP(=O)(O)O. Cell line: MCF7. Synergy scores: CSS=20.9, Synergy_ZIP=-3.76, Synergy_Bliss=-2.29, Synergy_Loewe=-86.6, Synergy_HSA=-1.04. (6) Drug 1: CC1=C(C=C(C=C1)C(=O)NC2=CC(=CC(=C2)C(F)(F)F)N3C=C(N=C3)C)NC4=NC=CC(=N4)C5=CN=CC=C5. Drug 2: CCC1(C2=C(COC1=O)C(=O)N3CC4=CC5=C(C=CC(=C5CN(C)C)O)N=C4C3=C2)O.Cl. Cell line: NCI-H226. Synergy scores: CSS=8.35, Synergy_ZIP=-1.56, Synergy_Bliss=-0.376, Synergy_Loewe=-9.50, Synergy_HSA=-2.10. (7) Drug 1: CC1CCC2CC(C(=CC=CC=CC(CC(C(=O)C(C(C(=CC(C(=O)CC(OC(=O)C3CCCCN3C(=O)C(=O)C1(O2)O)C(C)CC4CCC(C(C4)OC)OCCO)C)C)O)OC)C)C)C)OC. Drug 2: COC1=C2C(=CC3=C1OC=C3)C=CC(=O)O2. Cell line: NCI-H460. Synergy scores: CSS=8.25, Synergy_ZIP=0.774, Synergy_Bliss=3.03, Synergy_Loewe=-3.32, Synergy_HSA=1.37. (8) Drug 1: CCCS(=O)(=O)NC1=C(C(=C(C=C1)F)C(=O)C2=CNC3=C2C=C(C=N3)C4=CC=C(C=C4)Cl)F. Drug 2: CCCS(=O)(=O)NC1=C(C(=C(C=C1)F)C(=O)C2=CNC3=C2C=C(C=N3)C4=CC=C(C=C4)Cl)F. Cell line: NCI-H322M. Synergy scores: CSS=-10.2, Synergy_ZIP=6.51, Synergy_Bliss=-0.279, Synergy_Loewe=-6.26, Synergy_HSA=-7.95.